This data is from Full USPTO retrosynthesis dataset with 1.9M reactions from patents (1976-2016). The task is: Predict the reactants needed to synthesize the given product. Given the product [Br:1][C:2]1[CH:7]=[CH:6][CH:5]=[CH:4][C:3]=1[NH:8][C:9]([C:11]1[CH:16]=[C:15]([NH:28][CH2:27][CH2:26][N:25]([CH3:29])[CH3:24])[N:14]=[C:13]([C:18]2[CH:23]=[CH:22][CH:21]=[CH:20][CH:19]=2)[N:12]=1)=[O:10], predict the reactants needed to synthesize it. The reactants are: [Br:1][C:2]1[CH:7]=[CH:6][CH:5]=[CH:4][C:3]=1[NH:8][C:9]([C:11]1[CH:16]=[C:15](Cl)[N:14]=[C:13]([C:18]2[CH:23]=[CH:22][CH:21]=[CH:20][CH:19]=2)[N:12]=1)=[O:10].[CH3:24][N:25]([CH3:29])[CH2:26][CH2:27][NH2:28].